From a dataset of Forward reaction prediction with 1.9M reactions from USPTO patents (1976-2016). Predict the product of the given reaction. (1) Given the reactants [F:1][C:2]1[CH:3]=[C:4]2[C:9](=[C:10]([F:43])[C:11]=1[C:12]1[N:17]=[C:16]([C:18]([NH:20][C:21]3[CH:22]=[N:23][CH:24]=[CH:25][C:26]=3[C@@H:27]3[CH2:32][C@H:31]([CH3:33])[CH2:30][C@H:29]([NH:34]C(=O)OC(C)(C)C)[CH2:28]3)=[O:19])[CH:15]=[CH:14][C:13]=1[F:42])[O:8][CH2:7][CH2:6][C@:5]2(O)[CH3:44].C(O)(C(F)(F)F)=O, predict the reaction product. The product is: [NH2:34][C@H:29]1[CH2:30][C@@H:31]([CH3:33])[CH2:32][C@@H:27]([C:26]2[CH:25]=[CH:24][N:23]=[CH:22][C:21]=2[NH:20][C:18](=[O:19])[C:16]2[CH:15]=[CH:14][C:13]([F:42])=[C:12]([C:11]3[C:10]([F:43])=[C:9]4[C:4]([C:5]([CH3:44])=[CH:6][CH2:7][O:8]4)=[CH:3][C:2]=3[F:1])[N:17]=2)[CH2:28]1. (2) The product is: [F:14][C:15]1[CH:16]=[CH:17][C:18]([N:21]2[CH2:26][CH2:25][N:24]([C:2]3[C:3]([C:12]#[N:13])=[N:4][CH:5]=[C:6]([NH:8][CH2:9][CH2:10][OH:11])[N:7]=3)[CH2:23][CH2:22]2)=[CH:19][CH:20]=1. Given the reactants Br[C:2]1[C:3]([C:12]#[N:13])=[N:4][CH:5]=[C:6]([NH:8][CH2:9][CH2:10][OH:11])[N:7]=1.[F:14][C:15]1[CH:20]=[CH:19][C:18]([N:21]2[CH2:26][CH2:25][NH:24][CH2:23][CH2:22]2)=[CH:17][CH:16]=1.C(=O)([O-])[O-].[K+].[K+], predict the reaction product. (3) Given the reactants [CH3:1][C:2]1([CH3:26])[CH2:11][C:10]2[C:5](=[CH:6][CH:7]=[C:8]([C:12]([O:14]C)=[O:13])[CH:9]=2)[NH:4][CH:3]1[C:16]1[CH:21]=[CH:20][CH:19]=[C:18]([C:22](=[O:25])[NH:23][CH3:24])[CH:17]=1.[OH-].[Na+].Cl, predict the reaction product. The product is: [CH3:1][C:2]1([CH3:26])[CH2:11][C:10]2[C:5](=[CH:6][CH:7]=[C:8]([C:12]([OH:14])=[O:13])[CH:9]=2)[NH:4][CH:3]1[C:16]1[CH:21]=[CH:20][CH:19]=[C:18]([C:22](=[O:25])[NH:23][CH3:24])[CH:17]=1.